From a dataset of Full USPTO retrosynthesis dataset with 1.9M reactions from patents (1976-2016). Predict the reactants needed to synthesize the given product. (1) Given the product [C:1]1([N:11]2[CH2:12][CH2:13][N:14]([CH2:17][CH2:18][CH2:19][CH2:20][CH2:21][C:22]3[CH:23]=[CH:24][C:25]4[O:26][CH2:27][C:28](=[O:32])[NH:29][C:30]=4[N:31]=3)[CH2:15][CH2:16]2)[C:10]2[CH2:9][CH2:8][CH2:7][CH2:6][C:5]=2[CH:4]=[CH:3][CH:2]=1, predict the reactants needed to synthesize it. The reactants are: [C:1]1([N:11]2[CH2:16][CH2:15][N:14]([CH2:17][CH2:18][CH2:19][CH:20]=[CH:21][C:22]3[CH:23]=[CH:24][C:25]4[O:26][CH2:27][C:28](=[O:32])[NH:29][C:30]=4[N:31]=3)[CH2:13][CH2:12]2)[C:10]2[CH2:9][CH2:8][CH2:7][CH2:6][C:5]=2[CH:4]=[CH:3][CH:2]=1. (2) Given the product [N:1]1[CH:6]=[CH:5][N:4]=[CH:3][C:2]=1[C:7]1[CH:14]=[CH:13][C:10]([CH:11]=[CH:23][CH:24]=[O:25])=[CH:9][CH:8]=1, predict the reactants needed to synthesize it. The reactants are: [N:1]1[CH:6]=[CH:5][N:4]=[CH:3][C:2]=1[C:7]1[CH:14]=[CH:13][C:10]([CH:11]=O)=[CH:9][CH:8]=1.N1(C2C=C[C:23]([CH:24]=[O:25])=CC=2)C=CC=N1. (3) Given the product [CH3:27][S:28]([NH:31][C:32]1[CH:38]=[CH:37][C:35]([NH:36]/[C:16](=[C:6]2\[C:5](=[O:26])[NH:4][C:12]3[C:7]\2=[CH:8][C:9]([N+:13]([O-:15])=[O:14])=[CH:10][CH:11]=3)/[C:17]2[CH:18]=[CH:19][CH:20]=[CH:21][CH:22]=2)=[CH:34][CH:33]=1)(=[O:30])=[O:29], predict the reactants needed to synthesize it. The reactants are: C([N:4]1[C:12]2[C:7](=[CH:8][C:9]([N+:13]([O-:15])=[O:14])=[CH:10][CH:11]=2)[C:6](=[C:16](OCC)[C:17]2[CH:22]=[CH:21][CH:20]=[CH:19][CH:18]=2)[C:5]1=[O:26])(=O)C.[CH3:27][S:28]([NH:31][C:32]1[CH:38]=[CH:37][C:35]([NH2:36])=[CH:34][CH:33]=1)(=[O:30])=[O:29].[OH-].[Na+]. (4) Given the product [CH2:1]([C:3]1[S:12][C:11]2[NH:10][C:9]3[CH:13]=[CH:14][CH:15]=[CH:16][C:8]=3[N:7]=[C:6]([N:38]3[CH2:37][CH2:36][NH:35][C@@H:34]([CH2:30][CH2:29][C:28]4[CH:33]=[CH:32][CH:31]=[C:19]([F:26])[CH:40]=4)[CH2:39]3)[C:5]=2[N:4]=1)[CH3:2], predict the reactants needed to synthesize it. The reactants are: [CH2:1]([C:3]1[S:12][C:11]2[NH:10][C:9]3[CH:13]=[CH:14][CH:15]=[CH:16][C:8]=3[NH:7][C:6](=S)[C:5]=2[N:4]=1)[CH3:2].F[C:19]([F:26])(F)S(OC)(=O)=O.F[C:28]1[CH:29]=[C:30]([C@H:34]2[CH2:39][NH:38][CH2:37][CH2:36][NH:35]2)[CH:31]=[CH:32][CH:33]=1.[CH2:40](Cl)Cl.